Dataset: Catalyst prediction with 721,799 reactions and 888 catalyst types from USPTO. Task: Predict which catalyst facilitates the given reaction. (1) Reactant: [CH2:1]([C:4]1[O:12][C:11]2[C:6](=[N:7][C:8]([C:13]([O:15]C)=[O:14])=[CH:9][CH:10]=2)[CH:5]=1)[CH2:2][CH3:3].O.[Li+].[OH-].Cl. Product: [CH2:1]([C:4]1[O:12][C:11]2[C:6](=[N:7][C:8]([C:13]([OH:15])=[O:14])=[CH:9][CH:10]=2)[CH:5]=1)[CH2:2][CH3:3]. The catalyst class is: 36. (2) Reactant: [Cl-].O[NH3+:3].[C:4](=[O:7])([O-])[OH:5].[Na+].CS(C)=O.[CH:13]1([O:16][C:17]2[CH:22]=[CH:21][C:20]([N:23]3[C:28](=[O:29])[C:27]([CH2:30][C:31]4[CH:36]=[CH:35][C:34]([C:37]5[C:38]([C:43]#[N:44])=[CH:39][CH:40]=[CH:41][CH:42]=5)=[CH:33][CH:32]=4)=[C:26]([CH2:45][CH2:46][CH3:47])[N:25]=[C:24]3[CH3:48])=[CH:19][C:18]=2[F:49])[CH2:15][CH2:14]1. Product: [CH:13]1([O:16][C:17]2[CH:22]=[CH:21][C:20]([N:23]3[C:28](=[O:29])[C:27]([CH2:30][C:31]4[CH:36]=[CH:35][C:34]([C:37]5[CH:42]=[CH:41][CH:40]=[CH:39][C:38]=5[C:43]5[NH:3][C:4](=[O:7])[O:5][N:44]=5)=[CH:33][CH:32]=4)=[C:26]([CH2:45][CH2:46][CH3:47])[N:25]=[C:24]3[CH3:48])=[CH:19][C:18]=2[F:49])[CH2:14][CH2:15]1. The catalyst class is: 69.